This data is from Forward reaction prediction with 1.9M reactions from USPTO patents (1976-2016). The task is: Predict the product of the given reaction. (1) Given the reactants Br[CH2:2][C:3]1[C:12]([C:13]([O:15]C)=O)=[C:11]([Cl:17])[C:10]2[C:5](=[CH:6][CH:7]=[C:8]([C:18]([F:21])([F:20])[F:19])[CH:9]=2)[N:4]=1.[CH2:22]([NH2:24])[CH3:23], predict the reaction product. The product is: [Cl:17][C:11]1[C:10]2[CH:9]=[C:8]([C:18]([F:21])([F:20])[F:19])[CH:7]=[CH:6][C:5]=2[N:4]=[C:3]2[CH2:2][N:24]([CH2:22][CH3:23])[C:13](=[O:15])[C:12]=12. (2) Given the reactants [Cl:1][C:2]1[CH:7]=[C:6]([N+:8]([O-])=O)[CH:5]=[C:4]([N+:11]([O-])=O)[C:3]=1[CH2:14][C:15]([O:17]C)=O.[Cl-].[NH4+].C(O)C, predict the reaction product. The product is: [NH2:8][C:6]1[CH:5]=[C:4]2[C:3]([CH2:14][C:15](=[O:17])[NH:11]2)=[C:2]([Cl:1])[CH:7]=1. (3) Given the reactants [CH:1]1([C:4]2[N:5]=[C:6]3[C:14]([C:15]([F:18])([F:17])[F:16])=[CH:13][CH:12]=[CH:11][N:7]3[C:8](=[O:10])[CH:9]=2)[CH2:3][CH2:2]1.OS(O)(=O)=O.[N+:24]([O-])([OH:26])=[O:25], predict the reaction product. The product is: [CH:1]1([C:4]2[N:5]=[C:6]3[C:14]([C:15]([F:17])([F:18])[F:16])=[CH:13][CH:12]=[CH:11][N:7]3[C:8](=[O:10])[C:9]=2[N+:24]([O-:26])=[O:25])[CH2:2][CH2:3]1. (4) Given the reactants [CH3:1][O:2][C:3]1[N:8]=[C:7]2[C:9]([CH:12]=O)=[CH:10][NH:11][C:6]2=[CH:5][CH:4]=1.[OH:14][C:15]1[C:20]2[C:21](=[O:24])[CH2:22][O:23][C:19]=2[CH:18]=[C:17]([OH:25])[CH:16]=1.Cl, predict the reaction product. The product is: [OH:14][C:15]1[C:20]2[C:21](=[O:24])/[C:22](=[CH:12]/[C:9]3[C:7]4=[N:8][C:3]([O:2][CH3:1])=[CH:4][CH:5]=[C:6]4[NH:11][CH:10]=3)/[O:23][C:19]=2[CH:18]=[C:17]([OH:25])[CH:16]=1. (5) The product is: [Cl:22][C:17]1[CH:16]=[C:15]([N:12]2[CH2:13][CH2:14][N:10]([C:5]3[CH:6]=[N:7][CH:8]=[CH:9][C:4]=3[CH:1]3[CH2:3][CH2:2]3)[C:11]2=[O:23])[CH:20]=[C:19]([CH:24]2[CH2:26][CH2:25]2)[N:18]=1. Given the reactants [CH:1]1([C:4]2[CH:9]=[CH:8][N:7]=[CH:6][C:5]=2[N:10]2[CH2:14][CH2:13][N:12]([C:15]3[CH:20]=[C:19](Cl)[N:18]=[C:17]([Cl:22])[CH:16]=3)[C:11]2=[O:23])[CH2:3][CH2:2]1.[CH:24]1(B(O)O)[CH2:26][CH2:25]1.C(=O)([O-])[O-].[Na+].[Na+], predict the reaction product. (6) Given the reactants FC(F)(F)C(OC(=O)C(F)(F)F)=O.[CH:14]([N:17]1[C:22](=[O:23])[CH:21]=[CH:20][C:19]([C:24]2[S:28][C:27]([C:29]([NH2:31])=O)=[N:26][C:25]=2[C:32]2[CH:37]=[CH:36][CH:35]=[CH:34][CH:33]=2)=[N:18]1)([CH3:16])[CH3:15].N1C=CC=CC=1.O, predict the reaction product. The product is: [CH:14]([N:17]1[C:22](=[O:23])[CH:21]=[CH:20][C:19]([C:24]2[S:28][C:27]([C:29]#[N:31])=[N:26][C:25]=2[C:32]2[CH:33]=[CH:34][CH:35]=[CH:36][CH:37]=2)=[N:18]1)([CH3:16])[CH3:15]. (7) Given the reactants [CH3:1][O:2][C:3]1[C:4](=[O:9])[NH:5][CH:6]=[CH:7][CH:8]=1.CC(C)([O-])C.[K+].[Cl:16][C:17]1[CH:18]=[C:19]([N+:24]([O-:26])=[O:25])[CH:20]=[CH:21][C:22]=1F.Cl, predict the reaction product. The product is: [Cl:16][C:17]1[CH:18]=[C:19]([N+:24]([O-:26])=[O:25])[CH:20]=[CH:21][C:22]=1[N:5]1[CH:6]=[CH:7][CH:8]=[C:3]([O:2][CH3:1])[C:4]1=[O:9].